Dataset: Catalyst prediction with 721,799 reactions and 888 catalyst types from USPTO. Task: Predict which catalyst facilitates the given reaction. Reactant: [C:1](=[O:4])([O-])[NH2:2].N[C@H:6]([C:38]1[CH:43]=[CH:42][CH:41]=[CH:40][CH:39]=1)[CH2:7][N:8]1[C:13](=[O:14])[C:12]([C:15]2[CH:20]=[CH:19][CH:18]=[C:17]([O:21][CH3:22])[C:16]=2[F:23])=[C:11]([CH3:24])[N:10](CC2C(C(F)(F)F)=CC=CC=2F)[C:9]1=[O:37].C([O-])([O-])=O.[K+].[K+].C(=O)=O. The catalyst class is: 136. Product: [F:23][C:16]1[C:17]([O:21][CH3:22])=[CH:18][CH:19]=[CH:20][C:15]=1[C:12]1[C:13](=[O:14])[N:8]([CH2:7][C@H:6]([NH:2][C:1](=[O:4])[C:12]([CH3:15])([CH3:13])[CH3:11])[C:38]2[CH:39]=[CH:40][CH:41]=[CH:42][CH:43]=2)[C:9](=[O:37])[NH:10][C:11]=1[CH3:24].